This data is from Forward reaction prediction with 1.9M reactions from USPTO patents (1976-2016). The task is: Predict the product of the given reaction. Given the reactants [F:1][C:2]1[C:7]([C:8]([F:11])([F:10])[F:9])=[CH:6][CH:5]=[CH:4][C:3]=1[CH:12]([CH2:15][CH3:16])[C:13]#[N:14].[CH2:17](N)[CH2:18][NH2:19], predict the reaction product. The product is: [F:1][C:2]1[C:7]([C:8]([F:10])([F:11])[F:9])=[CH:6][CH:5]=[CH:4][C:3]=1[CH:12]([C:13]1[NH:19][CH2:18][CH2:17][N:14]=1)[CH2:15][CH3:16].